Regression. Given two drug SMILES strings and cell line genomic features, predict the synergy score measuring deviation from expected non-interaction effect. From a dataset of Merck oncology drug combination screen with 23,052 pairs across 39 cell lines. (1) Drug 1: Cn1nnc2c(C(N)=O)ncn2c1=O. Drug 2: Cc1nc(Nc2ncc(C(=O)Nc3c(C)cccc3Cl)s2)cc(N2CCN(CCO)CC2)n1. Cell line: T47D. Synergy scores: synergy=-48.8. (2) Drug 1: NC1(c2ccc(-c3nc4ccn5c(=O)[nH]nc5c4cc3-c3ccccc3)cc2)CCC1. Drug 2: NC1CCCCC1N.O=C(O)C(=O)O.[Pt+2]. Cell line: RPMI7951. Synergy scores: synergy=-31.8.